This data is from Catalyst prediction with 721,799 reactions and 888 catalyst types from USPTO. The task is: Predict which catalyst facilitates the given reaction. (1) Product: [CH2:17]([O:8][C:6]1[CH:5]=[CH:4][N:3]=[C:2]([NH2:1])[CH:7]=1)[CH:16]=[CH2:15]. Reactant: [NH2:1][C:2]1[CH:7]=[C:6]([OH:8])[CH:5]=[CH:4][N:3]=1.C([O-])([O-])=O.[K+].[K+].[CH2:15](Br)[CH:16]=[CH2:17]. The catalyst class is: 3. (2) Reactant: [CH3:1][C@@H:2]1[CH2:7][NH:6][CH2:5][CH2:4][N:3]1[C:8]1[N:9]=[N:10][C:11]([C:18]2[CH:23]=[CH:22][CH:21]=[CH:20][CH:19]=2)=[C:12]2[CH:17]=[CH:16][N:15]=[CH:14][C:13]=12.C1C=CC2N(O)N=NC=2C=1.CCN=C=NCCCN(C)C.C(N(CC)CC)C.[O:52]1[CH2:57][CH2:56][CH:55]([C:58](O)=[O:59])[CH2:54][CH2:53]1.C([O-])(O)=O.[Na+]. Product: [CH3:1][C@H:2]1[N:3]([C:8]2[C:13]3[CH:14]=[N:15][CH:16]=[CH:17][C:12]=3[C:11]([C:18]3[CH:19]=[CH:20][CH:21]=[CH:22][CH:23]=3)=[N:10][N:9]=2)[CH2:4][CH2:5][N:6]([C:58]([CH:55]2[CH2:56][CH2:57][O:52][CH2:53][CH2:54]2)=[O:59])[CH2:7]1. The catalyst class is: 96. (3) Reactant: [CH3:1][C:2]([C:4]1[CH:5]=[C:6]([OH:11])[CH:7]=[C:8]([OH:10])[CH:9]=1)=[O:3].N1C=CC=[CH:14][CH:13]=1.[S:18](O[S:18]([C:21]([F:24])([F:23])[F:22])(=[O:20])=[O:19])([C:21]([F:24])([F:23])[F:22])(=[O:20])=[O:19]. Product: [C:2]([C:4]1[CH:9]=[C:8]([O:10][S:18]([C:21]([F:24])([F:23])[F:22])(=[O:20])=[O:19])[CH:7]=[C:6]([O:11][S:18]([C:21]([F:24])([F:23])[F:22])(=[O:20])=[O:19])[CH:5]=1)(=[O:3])[CH3:1].[CH2:13]([O:10][CH2:8][CH3:9])[CH3:14]. The catalyst class is: 4.